This data is from Full USPTO retrosynthesis dataset with 1.9M reactions from patents (1976-2016). The task is: Predict the reactants needed to synthesize the given product. (1) Given the product [Cl:8][C:4]1[CH:5]=[CH:6][CH:7]=[C:2]([Cl:1])[C:3]=1[C:9]1[S:10][C:11]2[C:12]([NH:38][C:28]3[CH:29]=[C:24]([CH3:25])[N:23]=[CH:26][N:27]=3)=[N:13][CH:14]=[C:15]([F:18])[C:16]=2[N:17]=1, predict the reactants needed to synthesize it. The reactants are: [Cl:1][C:2]1[CH:7]=[CH:6][CH:5]=[C:4]([Cl:8])[C:3]=1[C:9]1[S:10][C:11]2[CH:12]=[N:13][CH:14]=[C:15]([F:18])[C:16]=2[N:17]=1.ClC1C=CC=C(Cl)C=1C(Cl)=[N:23][C:24]1[C:29](F)=[CH:28][N:27]=[CH:26][C:25]=1F.[NH2:38]C(N)=S.N1C=CC=CC=1.CCN(CC)CC. (2) Given the product [CH3:13][O:12][C:8]1[CH:9]=[CH:10][CH:11]=[C:2]([CH:15]=[CH2:16])[C:3]=1[C:4]([O:6][CH3:7])=[O:5], predict the reactants needed to synthesize it. The reactants are: Br[C:2]1[CH:11]=[CH:10][CH:9]=[C:8]([O:12][CH3:13])[C:3]=1[C:4]([O:6][CH3:7])=[O:5].[B-](F)(F)(F)[CH:15]=[CH2:16].[K+].C([O-])([O-])=O.[Na+].[Na+]. (3) The reactants are: [NH:1]1[C:9]2[C:4](=[CH:5][CH:6]=[CH:7][CH:8]=2)[C:3]([C:10]([O:12][CH2:13][CH3:14])=[O:11])=[N:2]1.Br[CH2:16][CH2:17][CH:18]1[CH2:23][CH2:22][O:21][CH2:20][CH2:19]1. Given the product [O:21]1[CH2:22][CH2:23][CH:18]([CH2:17][CH2:16][N:1]2[C:9]3[C:4](=[CH:5][CH:6]=[CH:7][CH:8]=3)[C:3]([C:10]([O:12][CH2:13][CH3:14])=[O:11])=[N:2]2)[CH2:19][CH2:20]1, predict the reactants needed to synthesize it.